From a dataset of Forward reaction prediction with 1.9M reactions from USPTO patents (1976-2016). Predict the product of the given reaction. (1) Given the reactants [C:1](=O)([O-])[O-].[Cs+].[Cs+].[CH3:7][C:8]1[N:13]=[C:12]([O:14][C:15]2[CH:20]=[CH:19][CH:18]=[CH:17][CH:16]=2)[C:11]([OH:21])=[CH:10][CH:9]=1.[CH3:22][O:23][C:24](=[O:43])[CH2:25][CH2:26][C:27]1[CH:32]=[CH:31][C:30]([O:33][CH2:34][CH2:35][C@@H:36](OS(C)(=O)=O)[CH3:37])=[CH:29][CH:28]=1, predict the reaction product. The product is: [CH3:22][O:23][C:24](=[O:43])[CH2:25][CH2:26][C:27]1[CH:32]=[CH:31][C:30]([O:33][CH2:34][CH2:35][C@@H:36]([O:21][C:11]2[C:12]([O:14][C:15]3[CH:20]=[CH:19][CH:18]=[CH:17][CH:16]=3)=[N:13][C:8]([CH3:7])=[CH:9][CH:10]=2)[CH3:37])=[CH:29][C:28]=1[CH3:1]. (2) Given the reactants [CH3:1][C:2]1[N:7]=[C:6]([C:8]2[N:9]=[N:10][C:11]([C:14]3[CH:19]=[CH:18][CH:17]=[CH:16][N:15]=3)=[CH:12][CH:13]=2)[CH:5]=[CH:4][CH:3]=1.[Se](=O)=[O:21].ClC1C=CC=CC=1Cl.[OH2:31], predict the reaction product. The product is: [C:1]([C:2]1[CH:3]=[CH:4][CH:5]=[C:6]([C:8]2[N:9]=[N:10][C:11]([C:14]3[CH:19]=[CH:18][CH:17]=[CH:16][N:15]=3)=[CH:12][CH:13]=2)[N:7]=1)([OH:21])=[O:31]. (3) The product is: [Cl:14][C:15]1[CH:20]=[CH:19][CH:18]=[C:17]([Cl:21])[C:16]=1[C:22]1[NH:23][C:24]2[CH:30]=[C:29]([C:31]3[O:8][C:7]([C:6]4[CH:5]=[N:4][C:3]([C:2]([F:13])([F:12])[F:1])=[CH:11][CH:10]=4)=[N:34][N:33]=3)[CH:28]=[CH:27][C:25]=2[N:26]=1. Given the reactants [F:1][C:2]([F:13])([F:12])[C:3]1[CH:11]=[CH:10][C:6]([C:7](Cl)=[O:8])=[CH:5][N:4]=1.[Cl:14][C:15]1[CH:20]=[CH:19][CH:18]=[C:17]([Cl:21])[C:16]=1[C:22]1[NH:23][C:24]2[CH:30]=[C:29]([C:31]([NH:33][NH2:34])=O)[CH:28]=[CH:27][C:25]=2[N:26]=1.CCOP(O)N(C(C)C)C(C)C.CC[N+](S(N=C(OC)[O-])(=O)=O)(CC)CC, predict the reaction product. (4) Given the reactants [CH3:1][N:2]([CH3:30])[CH2:3][CH2:4][NH:5][C:6]([C:8]1[C:21]2[C:12](=[N:13][C:14]3[C:19]([N:20]=2)=[C:18]2[CH:22]=[CH:23][CH:24]=[C:25]([O:26]C)[C:17]2=[CH:16][CH:15]=3)[CH:11]=[CH:10][C:9]=1[O:28]C)=[O:7].B(Br)(Br)Br.C(=O)([O-])[O-].[Na+].[Na+].[Cl-].[Na+], predict the reaction product. The product is: [CH3:1][N:2]([CH3:30])[CH2:3][CH2:4][NH:5][C:6]([C:8]1[C:21]2[C:12](=[N:13][C:14]3[C:19]([N:20]=2)=[C:18]2[CH:22]=[CH:23][CH:24]=[C:25]([OH:26])[C:17]2=[CH:16][CH:15]=3)[CH:11]=[CH:10][C:9]=1[OH:28])=[O:7]. (5) Given the reactants [F:1][C:2]1([F:32])[CH2:6][CH2:5][C@@H:4]([C@@:7]([OH:31])([C:24]2[CH:29]=[CH:28][C:27](Br)=[CH:26][CH:25]=2)[C:8]([O:10][CH:11]2[CH2:16][CH2:15][N:14]([C:17]([O:19][C:20]([CH3:23])([CH3:22])[CH3:21])=[O:18])[CH2:13][CH2:12]2)=[O:9])[CH2:3]1.[CH:33]([Sn](CCCC)(CCCC)CCCC)=[CH2:34], predict the reaction product. The product is: [F:1][C:2]1([F:32])[CH2:6][CH2:5][C@@H:4]([C@@:7]([OH:31])([C:24]2[CH:29]=[CH:28][C:27]([CH:33]=[CH2:34])=[CH:26][CH:25]=2)[C:8]([O:10][CH:11]2[CH2:16][CH2:15][N:14]([C:17]([O:19][C:20]([CH3:23])([CH3:22])[CH3:21])=[O:18])[CH2:13][CH2:12]2)=[O:9])[CH2:3]1. (6) Given the reactants C(O[C:4]([C:6]1[C:15](=S)[C:14]2[C:9](=[C:10]([Cl:17])[CH:11]=[CH:12][CH:13]=2)[N:8]([CH2:18][C:19]2[CH:24]=[CH:23][C:22]([N:25]3[CH:29]=[CH:28][CH:27]=[N:26]3)=[CH:21][CH:20]=2)[N:7]=1)=[O:5])C.C(=O)([O-])[O-].[K+].[K+].[CH3:36][C:37]1[CH:42]=[CH:41][CH:40]=[CH:39][C:38]=1[NH:43][NH2:44], predict the reaction product. The product is: [Cl:17][C:10]1[C:9]2[N:8]([CH2:18][C:19]3[CH:20]=[CH:21][C:22]([N:25]4[CH:29]=[CH:28][CH:27]=[N:26]4)=[CH:23][CH:24]=3)[N:7]=[C:6]3[C:4](=[O:5])[N:43]([C:38]4[CH:39]=[CH:40][CH:41]=[CH:42][C:37]=4[CH3:36])[N:44]=[C:15]3[C:14]=2[CH:13]=[CH:12][CH:11]=1.